Predict which catalyst facilitates the given reaction. From a dataset of Catalyst prediction with 721,799 reactions and 888 catalyst types from USPTO. (1) Reactant: [Br:1][C:2]1[CH:10]=[CH:9][C:5]([C:6]([OH:8])=O)=[CH:4][CH:3]=1.[H-].[Na+].[CH2:13]([O:15][C:16](=[O:24])[CH:17](Cl)[C:18](=O)[CH:19]([CH3:21])[CH3:20])[CH3:14].C([O-])(=O)C.[NH4+:29]. Product: [CH2:13]([O:15][C:16]([C:17]1[O:8][C:6]([C:5]2[CH:4]=[CH:3][C:2]([Br:1])=[CH:10][CH:9]=2)=[N:29][C:18]=1[CH:19]([CH3:21])[CH3:20])=[O:24])[CH3:14]. The catalyst class is: 3. (2) Reactant: C(O)(C(F)(F)F)=O.[CH3:8][O:9][C:10]1[CH:15]=[CH:14][C:13]([C:16](=[O:22])/[CH:17]=[CH:18]/[C:19](=[O:21])[CH3:20])=[CH:12][CH:11]=1.[CH2:23]([N:30]([CH2:36]OC)[CH2:31][Si](C)(C)C)[C:24]1[CH:29]=[CH:28][CH:27]=[CH:26][CH:25]=1. Product: [CH2:23]([N:30]1[CH2:36][CH:17]([C:16](=[O:22])[C:13]2[CH:12]=[CH:11][C:10]([O:9][CH3:8])=[CH:15][CH:14]=2)[CH:18]([C:19](=[O:21])[CH3:20])[CH2:31]1)[C:24]1[CH:29]=[CH:28][CH:27]=[CH:26][CH:25]=1. The catalyst class is: 2. (3) Reactant: C(OC(=O)[NH:7][CH:8]1[CH2:13][CH2:12][CH:11]([CH2:14][NH:15][C:16]2[C:21]([N+:22]([O-:24])=[O:23])=[CH:20][N:19]=[C:18]([NH:25][CH:26]([C:34]3[CH:39]=[CH:38][CH:37]=[CH:36][CH:35]=3)[CH2:27][C:28]3[CH:33]=[CH:32][CH:31]=[CH:30][CH:29]=3)[N:17]=2)[CH2:10][CH2:9]1)(C)(C)C.Cl. Product: [NH2:7][C@H:8]1[CH2:13][CH2:12][C@H:11]([CH2:14][NH:15][C:16]2[C:21]([N+:22]([O-:24])=[O:23])=[CH:20][N:19]=[C:18]([NH:25][CH:26]([C:34]3[CH:35]=[CH:36][CH:37]=[CH:38][CH:39]=3)[CH2:27][C:28]3[CH:33]=[CH:32][CH:31]=[CH:30][CH:29]=3)[N:17]=2)[CH2:10][CH2:9]1. The catalyst class is: 12.